From a dataset of Full USPTO retrosynthesis dataset with 1.9M reactions from patents (1976-2016). Predict the reactants needed to synthesize the given product. (1) Given the product [CH2:17]([N:19]1[C:31]2[CH:30]=[CH:29][C:28]([C:32]3[N:13]([CH:14]([CH3:15])[CH3:16])[C:12]4[CH:11]=[CH:10][C:4]([C:5]([O:7][CH2:8][CH3:9])=[O:6])=[CH:3][C:2]=4[N:1]=3)=[CH:27][C:26]=2[C:25]2[C:20]1=[CH:21][CH:22]=[CH:23][CH:24]=2)[CH3:18], predict the reactants needed to synthesize it. The reactants are: [NH2:1][C:2]1[CH:3]=[C:4]([CH:10]=[CH:11][C:12]=1[NH:13][CH:14]([CH3:16])[CH3:15])[C:5]([O:7][CH2:8][CH3:9])=[O:6].[CH2:17]([N:19]1[C:31]2[CH:30]=[CH:29][C:28]([CH:32]=O)=[CH:27][C:26]=2[C:25]2[C:20]1=[CH:21][CH:22]=[CH:23][CH:24]=2)[CH3:18]. (2) Given the product [Br:1][C:2]1[C:3]([CH3:9])=[N:4][C:5]([O:8][CH:10]([CH3:12])[CH3:11])=[CH:6][CH:7]=1, predict the reactants needed to synthesize it. The reactants are: [Br:1][C:2]1[C:3]([CH3:9])=[N:4][C:5]([OH:8])=[CH:6][CH:7]=1.[CH:10](O)([CH3:12])[CH3:11]. (3) Given the product [CH:1]1([N:6]2[CH2:12][C:11]([F:14])([F:13])[C:10](=[O:15])[N:9]([CH2:16][CH3:17])[C:8]3[CH:18]=[N:19][C:20]([NH:22][C:23]4[CH:31]=[CH:30][C:26]([C:27]([NH:72][CH2:71][CH2:70][CH2:69][N:68]([CH3:73])[CH3:67])=[O:29])=[CH:25][C:24]=4[O:32][CH3:33])=[N:21][C:7]2=3)[CH2:2][CH2:3][CH2:4][CH2:5]1, predict the reactants needed to synthesize it. The reactants are: [CH:1]1([N:6]2[CH2:12][C:11]([F:14])([F:13])[C:10](=[O:15])[N:9]([CH2:16][CH3:17])[C:8]3[CH:18]=[N:19][C:20]([NH:22][C:23]4[CH:31]=[CH:30][C:26]([C:27]([OH:29])=O)=[CH:25][C:24]=4[O:32][CH3:33])=[N:21][C:7]2=3)[CH2:5][CH2:4][CH2:3][CH2:2]1.F[P-](F)(F)(F)(F)F.CN(C(N(C)C)=[N+]1C2C=CC=CC=2[N+]([O-])=N1)C.C(N(C(C)C)CC)(C)C.[CH3:67][N:68]([CH3:73])[CH2:69][CH2:70][CH2:71][NH2:72]. (4) The reactants are: [N:1]1[C:14]2[C:5](=[CH:6][CH:7]=[C:8]3[C:13]=2N=CC=C3)C=C[CH:2]=1.CC(C)([O-])C.[Na+].CCCCCCCCCCCC.I[C:34]1[CH:35]=[C:36]([CH3:41])[CH:37]=[C:38]([CH3:40])[CH:39]=1.CNC1C=CC=CC=1. Given the product [CH3:40][C:38]1[CH:39]=[C:34]([N:1]([CH3:2])[C:14]2[CH:5]=[CH:6][CH:7]=[CH:8][CH:13]=2)[CH:35]=[C:36]([CH3:41])[CH:37]=1, predict the reactants needed to synthesize it. (5) Given the product [F:1][C:2]1[CH:22]=[CH:21][C:5]([O:6][C:7]2[CH:8]=[C:9]([S:13]([CH2:16][CH2:17][CH2:18][C:19]([NH2:20])=[O:44])(=[O:15])=[O:14])[CH:10]=[CH:11][CH:12]=2)=[CH:4][C:3]=1[C:23]1[C:32]2[C:27](=[C:28]([C:33]([F:35])([F:34])[F:36])[CH:29]=[CH:30][CH:31]=2)[N:26]=[CH:25][N:24]=1, predict the reactants needed to synthesize it. The reactants are: [F:1][C:2]1[CH:22]=[CH:21][C:5]([O:6][C:7]2[CH:8]=[C:9]([S:13]([CH2:16][CH2:17][CH2:18][C:19]#[N:20])(=[O:15])=[O:14])[CH:10]=[CH:11][CH:12]=2)=[CH:4][C:3]=1[C:23]1[C:32]2[C:27](=[C:28]([C:33]([F:36])([F:35])[F:34])[CH:29]=[CH:30][CH:31]=2)[N:26]=[CH:25][N:24]=1.OO.[OH-].[NH4+].C1C[O:44]CC1. (6) The reactants are: C[O:2][C:3]([C:5]1[C:14](C(OC)=O)=[C:8]2[CH:9]=[CH:10][C:11]([Br:13])=[CH:12][N:7]2[N:6]=1)=[O:4].[OH-].[Na+].Cl. Given the product [Br:13][C:11]1[CH:10]=[CH:9][C:8]2[N:7]([N:6]=[C:5]([C:3]([OH:4])=[O:2])[CH:14]=2)[CH:12]=1, predict the reactants needed to synthesize it.